From a dataset of Forward reaction prediction with 1.9M reactions from USPTO patents (1976-2016). Predict the product of the given reaction. Given the reactants [Si]([O:8][C:9]1[CH:10]=[C:11]([C:15]2[CH:16]=[CH:17][C:18](=[O:21])[NH:19][N:20]=2)[CH:12]=[CH:13][CH:14]=1)(C(C)(C)C)(C)C.O[CH2:23][C:24]1[CH:25]=[C:26]([NH:30][C:31](=[O:35])[O:32][CH2:33][CH3:34])[CH:27]=[CH:28][CH:29]=1.C1(P(C2C=CC=CC=2)C2C=CC=CC=2)C=CC=CC=1.N(C(OCC)=O)=NC(OCC)=O.[F-].C[N+](C)(C)C, predict the reaction product. The product is: [OH:8][C:9]1[CH:10]=[C:11]([C:15]2[CH:16]=[CH:17][C:18](=[O:21])[N:19]([CH2:23][C:24]3[CH:25]=[C:26]([NH:30][C:31](=[O:35])[O:32][CH2:33][CH3:34])[CH:27]=[CH:28][CH:29]=3)[N:20]=2)[CH:12]=[CH:13][CH:14]=1.